This data is from Peptide-MHC class II binding affinity with 134,281 pairs from IEDB. The task is: Regression. Given a peptide amino acid sequence and an MHC pseudo amino acid sequence, predict their binding affinity value. This is MHC class II binding data. (1) The peptide sequence is AWDFSSAGGFFTSVG. The MHC is DRB1_0701 with pseudo-sequence DRB1_0701. The binding affinity (normalized) is 0.610. (2) The peptide sequence is SMGDDHFWAVRGGGGESFGI. The MHC is DRB3_0202 with pseudo-sequence DRB3_0202. The binding affinity (normalized) is 0.0481. (3) The binding affinity (normalized) is 0.388. The MHC is DRB4_0101 with pseudo-sequence DRB4_0103. The peptide sequence is FEIKCTKPEACSGEPVVVHI. (4) The peptide sequence is GELQIVDKIDAFFKI. The MHC is DRB1_1201 with pseudo-sequence DRB1_1201. The binding affinity (normalized) is 0.660. (5) The peptide sequence is GVLQIVDKIDAAFKI. The MHC is DRB1_0101 with pseudo-sequence DRB1_0101. The binding affinity (normalized) is 0.634.